From a dataset of Forward reaction prediction with 1.9M reactions from USPTO patents (1976-2016). Predict the product of the given reaction. (1) Given the reactants [Cl:1][C:2]1[C:3](F)=[C:4]([F:30])[CH:5]=[C:6]2[C:11]=1[N:10]([C:12]1[CH:17]=[CH:16][C:15]([CH2:18][N:19]3[CH2:23][CH2:22][CH2:21][CH2:20]3)=[CH:14][CH:13]=1)[CH:9]=[C:8]([C:24]([O:26][CH2:27][CH3:28])=[O:25])[C:7]2=[O:29].N1C=C[CH:35]=[CH:34][C:33]=1[C:38]1C=CC=C[C:39]=1[N:44]1[CH2:49][CH2:48][NH:47][CH2:46][CH2:45]1.CC[N:52](C(C)C)C(C)C, predict the reaction product. The product is: [Cl:1][C:2]1[C:3]([N:47]2[CH2:48][CH2:49][N:44]([C:39]3[CH:38]=[CH:33][CH:34]=[CH:35][N:52]=3)[CH2:45][CH2:46]2)=[C:4]([F:30])[CH:5]=[C:6]2[C:11]=1[N:10]([C:12]1[CH:17]=[CH:16][C:15]([CH2:18][N:19]3[CH2:23][CH2:22][CH2:21][CH2:20]3)=[CH:14][CH:13]=1)[CH:9]=[C:8]([C:24]([O:26][CH2:27][CH3:28])=[O:25])[C:7]2=[O:29]. (2) Given the reactants [O:1]=[C:2]1[N:6]([C:7]2[CH:14]=[CH:13][C:10]([C:11]#[N:12])=[C:9]([C:15]([F:18])([F:17])[F:16])[CH:8]=2)[C@@H:5]2[CH2:19][CH2:20][CH2:21][CH2:22][C@H:4]2[NH:3]1.I[C:24]1[CH:29]=[CH:28][CH:27]=[CH:26][CH:25]=1, predict the reaction product. The product is: [O:1]=[C:2]1[N:6]([C:7]2[CH:14]=[CH:13][C:10]([C:11]#[N:12])=[C:9]([C:15]([F:18])([F:16])[F:17])[CH:8]=2)[C@@H:5]2[CH2:19][CH2:20][CH2:21][CH2:22][C@H:4]2[N:3]1[C:24]1[CH:29]=[CH:28][CH:27]=[CH:26][CH:25]=1. (3) Given the reactants [Br:1][C:2]1[CH:3]=[CH:4][C:5]([C:8]#N)=[N:6][CH:7]=1.CC(C[AlH]CC(C)C)C.C1(C)C=CC=CC=1.C(=O)(O)[O-:27].[Na+], predict the reaction product. The product is: [Br:1][C:2]1[CH:3]=[CH:4][C:5]([CH:8]=[O:27])=[N:6][CH:7]=1. (4) Given the reactants C1C([N+]([O-])=O)=CC=C(OC(Cl)=O)C=1.CCN(CC)CC.[NH2:21][CH2:22][CH2:23][NH:24][C:25](=O)[O:26]C(C)(C)C.[CH2:32]([C:34]1[CH:35]=[C:36]([C:40]2[C:45]([F:46])=[CH:44][CH:43]=[CH:42][C:41]=2[C:47]([OH:62])([C@@H:56]2[CH2:61][CH2:60][CH2:59][NH:58][CH2:57]2)[CH2:48][CH2:49][CH2:50][NH:51][C:52](=[O:55])[O:53][CH3:54])[CH:37]=[CH:38][CH:39]=1)[CH3:33], predict the reaction product. The product is: [NH2:21][CH2:22][CH2:23][NH:24][C:25]([N:58]1[CH2:59][CH2:60][CH2:61][C@@H:56]([C:47]([C:41]2[CH:42]=[CH:43][CH:44]=[C:45]([F:46])[C:40]=2[C:36]2[CH:37]=[CH:38][CH:39]=[C:34]([CH2:32][CH3:33])[CH:35]=2)([OH:62])[CH2:48][CH2:49][CH2:50][NH:51][C:52](=[O:55])[O:53][CH3:54])[CH2:57]1)=[O:26]. (5) Given the reactants [NH2:1][C:2]1[S:3][C:4]([N+:7]([O-:9])=[O:8])=[CH:5][N:6]=1.[CH2:10]([N:14]=[C:15]=[O:16])[CH2:11][CH2:12][CH3:13].CC(C)([O-])C.[K+], predict the reaction product. The product is: [CH2:10]([NH:14][C:15]([NH:1][C:2]1[S:3][C:4]([N+:7]([O-:9])=[O:8])=[CH:5][N:6]=1)=[O:16])[CH2:11][CH2:12][CH3:13]. (6) Given the reactants [CH:1]1([C:4](Cl)=[O:5])[CH2:3][CH2:2]1.C(N(CC)CC)C.[NH2:14][C:15]1[C:16](=[O:27])[O:17][C:18]([C:21]2[CH:22]=[N:23][CH:24]=[CH:25][CH:26]=2)=[CH:19][CH:20]=1, predict the reaction product. The product is: [NH2:14][C:15]1[C:16](=[O:27])[O:17][C:18]([C:21]2[CH:22]=[N:23][CH:24]=[CH:25][CH:26]=2)=[CH:19][CH:20]=1.[O:27]=[C:16]1[C:15]([NH:14][C:4]([CH:1]2[CH2:3][CH2:2]2)=[O:5])=[CH:20][CH:19]=[C:18]([C:21]2[CH:22]=[N:23][CH:24]=[CH:25][CH:26]=2)[O:17]1. (7) Given the reactants [CH2:1]([Mg]Cl)[CH2:2][CH3:3].[CH2:6]([C:8]1[CH:13]=[CH:12][CH:11]=[C:10]([CH2:14][CH3:15])[C:9]=1[C:16]1[N:21]=[CH:20][C:19]([CH:22]=[O:23])=[C:18]([O:24][CH2:25][CH3:26])[CH:17]=1)[CH3:7].[NH4+].[Cl-], predict the reaction product. The product is: [CH2:6]([C:8]1[CH:13]=[CH:12][CH:11]=[C:10]([CH2:14][CH3:15])[C:9]=1[C:16]1[N:21]=[CH:20][C:19]([CH:22]([OH:23])[CH2:1][CH2:2][CH3:3])=[C:18]([O:24][CH2:25][CH3:26])[CH:17]=1)[CH3:7]. (8) Given the reactants [C:1]([C:4]1[CH:29]=[CH:28][C:7]([O:8][CH2:9][C:10]2[CH:11]=[C:12]([NH:16][S:17]([C:20]3[CH:25]=[CH:24][CH:23]=[C:22]([C:26]#[N:27])[CH:21]=3)(=[O:19])=[O:18])[CH:13]=[CH:14][CH:15]=2)=[C:6]([CH2:30][CH2:31][CH3:32])[C:5]=1[OH:33])(=[O:3])[CH3:2].[N-:34]=[N+:35]=[N-:36].[Na+].[Cl-].[NH4+], predict the reaction product. The product is: [C:1]([C:4]1[CH:29]=[CH:28][C:7]([O:8][CH2:9][C:10]2[CH:11]=[C:12]([NH:16][S:17]([C:20]3[CH:25]=[CH:24][CH:23]=[C:22]([C:26]4[N:34]=[N:35][NH:36][N:27]=4)[CH:21]=3)(=[O:19])=[O:18])[CH:13]=[CH:14][CH:15]=2)=[C:6]([CH2:30][CH2:31][CH3:32])[C:5]=1[OH:33])(=[O:3])[CH3:2]. (9) Given the reactants [NH2:1][C:2]1[CH:3]=[CH:4][C:5]([O:19][C:20]2[CH:25]=[CH:24][C:23]([F:26])=[CH:22][C:21]=2[F:27])=[C:6]([C:8]2[C:9]([O:16][CH2:17][CH3:18])=[CH:10][C:11](=[O:15])[N:12]([CH3:14])[CH:13]=2)[CH:7]=1.[N:28]([C:31]1[CH:36]=[CH:35][CH:34]=[C:33]([O:37][C:38]2[CH:43]=[CH:42][CH:41]=[CH:40][CH:39]=2)[CH:32]=1)=[C:29]=[O:30], predict the reaction product. The product is: [F:27][C:21]1[CH:22]=[C:23]([F:26])[CH:24]=[CH:25][C:20]=1[O:19][C:5]1[CH:4]=[CH:3][C:2]([NH:1][C:29]([NH:28][C:31]2[CH:36]=[CH:35][CH:34]=[C:33]([O:37][C:38]3[CH:43]=[CH:42][CH:41]=[CH:40][CH:39]=3)[CH:32]=2)=[O:30])=[CH:7][C:6]=1[C:8]1[C:9]([O:16][CH2:17][CH3:18])=[CH:10][C:11](=[O:15])[N:12]([CH3:14])[CH:13]=1.